The task is: Predict the reactants needed to synthesize the given product.. This data is from Full USPTO retrosynthesis dataset with 1.9M reactions from patents (1976-2016). (1) Given the product [F:19][C:17]1[CH:16]=[C:13]([CH:12]=[C:11]([O:9][CH:3]2[CH2:8][CH2:7][CH2:6][CH2:5][CH2:4]2)[CH:18]=1)[C:14]#[N:15], predict the reactants needed to synthesize it. The reactants are: [H-].[Na+].[CH:3]1([OH:9])[CH2:8][CH2:7][CH2:6][CH2:5][CH2:4]1.F[C:11]1[CH:12]=[C:13]([CH:16]=[C:17]([F:19])[CH:18]=1)[C:14]#[N:15]. (2) Given the product [CH3:31][O:30][C:28](=[O:29])[C:27]1[CH:32]=[CH:33][C:24]([C@@H:22]([NH:21][C:7]([C:6]2[C:5]([CH2:11][O:12][C:13]3[CH:18]=[CH:17][C:16]([F:19])=[CH:15][CH:14]=3)=[N:4][CH:3]=[C:2]([Cl:1])[CH:10]=2)=[O:9])[CH3:23])=[CH:25][CH:26]=1, predict the reactants needed to synthesize it. The reactants are: [Cl:1][C:2]1[CH:3]=[N:4][C:5]([CH2:11][O:12][C:13]2[CH:18]=[CH:17][C:16]([F:19])=[CH:15][CH:14]=2)=[C:6]([CH:10]=1)[C:7]([OH:9])=O.Cl.[NH2:21][C@H:22]([C:24]1[CH:33]=[CH:32][C:27]([C:28]([O:30][CH3:31])=[O:29])=[CH:26][CH:25]=1)[CH3:23].